From a dataset of Peptide-MHC class I binding affinity with 185,985 pairs from IEDB/IMGT. Regression. Given a peptide amino acid sequence and an MHC pseudo amino acid sequence, predict their binding affinity value. This is MHC class I binding data. (1) The peptide sequence is PQNGQFIHF. The MHC is HLA-B15:01 with pseudo-sequence HLA-B15:01. The binding affinity (normalized) is 0.490. (2) The peptide sequence is KFNPMKTYI. The MHC is HLA-A02:06 with pseudo-sequence HLA-A02:06. The binding affinity (normalized) is 0. (3) The peptide sequence is VILPACAFV. The MHC is HLA-A02:01 with pseudo-sequence HLA-A02:01. The binding affinity (normalized) is 0.832.